Dataset: Full USPTO retrosynthesis dataset with 1.9M reactions from patents (1976-2016). Task: Predict the reactants needed to synthesize the given product. (1) Given the product [Cl:1][C:2]1[N:7]=[CH:6][C:5]2[CH:8]=[CH:9][N:10]([CH:12]3[CH2:16][CH2:15][CH2:14][CH2:13]3)[C:4]=2[CH:3]=1, predict the reactants needed to synthesize it. The reactants are: [Cl:1][C:2]1[N:7]=[CH:6][C:5]2[CH:8]=[CH:9][NH:10][C:4]=2[CH:3]=1.I[CH:12]1[CH2:16][CH2:15][CH2:14][CH2:13]1.C([O-])([O-])=O.[Cs+].[Cs+]. (2) Given the product [Cl:33][CH2:34][C:35]([NH:1][C:2]1[C:7]2[CH2:8][N:9]([CH:12]([C:14]3[CH:15]=[N:16][C:17]([O:21][CH2:22][C:23]([F:25])([F:26])[F:24])=[C:18]([CH3:20])[CH:19]=3)[CH3:13])[C:10](=[O:11])[C:6]=2[CH:5]=[CH:4][N:3]=1)=[O:36], predict the reactants needed to synthesize it. The reactants are: [NH2:1][C:2]1[C:7]2[CH2:8][N:9]([CH:12]([C:14]3[CH:15]=[N:16][C:17]([O:21][CH2:22][C:23]([F:26])([F:25])[F:24])=[C:18]([CH3:20])[CH:19]=3)[CH3:13])[C:10](=[O:11])[C:6]=2[CH:5]=[CH:4][N:3]=1.N1C=CC=CC=1.[Cl:33][CH2:34][C:35](Cl)=[O:36]. (3) Given the product [F:12][C:11]1[C:2]([CH3:22])=[C:3]2[C:8](=[N:9][CH:10]=1)[N:7]=[C:6]([C:13]([F:16])([F:15])[F:14])[C:5]([C:17]([O:19][CH2:20][CH3:21])=[O:18])=[CH:4]2, predict the reactants needed to synthesize it. The reactants are: Cl[C:2]1[C:11]([F:12])=[CH:10][N:9]=[C:8]2[C:3]=1[CH:4]=[C:5]([C:17]([O:19][CH2:20][CH3:21])=[O:18])[C:6]([C:13]([F:16])([F:15])[F:14])=[N:7]2.[CH3:22]B(O)O. (4) Given the product [CH2:1]([N:4]([CH2:12][C:13](=[N:22][OH:23])[C:14]1[CH:19]=[N:18][CH:17]=[CH:16][N:15]=1)[C:5](=[O:11])[O:6][C:7]([CH3:10])([CH3:9])[CH3:8])[CH:2]=[CH2:3], predict the reactants needed to synthesize it. The reactants are: [CH2:1]([N:4]([CH2:12][C:13](=O)[C:14]1[CH:19]=[N:18][CH:17]=[CH:16][N:15]=1)[C:5](=[O:11])[O:6][C:7]([CH3:10])([CH3:9])[CH3:8])[CH:2]=[CH2:3].Cl.[NH2:22][OH:23].N1C=CC=CC=1. (5) Given the product [Cl:11][C:12]1[CH:17]=[C:16]([C:18]([F:20])([F:19])[F:21])[CH:15]=[CH:14][C:13]=1[S:22]([NH:1][C:2]1[CH:6]=[CH:5][S:4][C:3]=1[C:7]([O:9][CH3:10])=[O:8])(=[O:24])=[O:23], predict the reactants needed to synthesize it. The reactants are: [NH2:1][C:2]1[CH:6]=[CH:5][S:4][C:3]=1[C:7]([O:9][CH3:10])=[O:8].[Cl:11][C:12]1[CH:17]=[C:16]([C:18]([F:21])([F:20])[F:19])[CH:15]=[CH:14][C:13]=1[S:22](Cl)(=[O:24])=[O:23].